From a dataset of NCI-60 drug combinations with 297,098 pairs across 59 cell lines. Regression. Given two drug SMILES strings and cell line genomic features, predict the synergy score measuring deviation from expected non-interaction effect. (1) Drug 1: CCC(=C(C1=CC=CC=C1)C2=CC=C(C=C2)OCCN(C)C)C3=CC=CC=C3.C(C(=O)O)C(CC(=O)O)(C(=O)O)O. Drug 2: C1=CN(C=N1)CC(O)(P(=O)(O)O)P(=O)(O)O. Cell line: HOP-62. Synergy scores: CSS=1.63, Synergy_ZIP=-0.961, Synergy_Bliss=-7.10, Synergy_Loewe=-7.45, Synergy_HSA=-8.85. (2) Drug 1: C1=CC(=CC=C1CCC2=CNC3=C2C(=O)NC(=N3)N)C(=O)NC(CCC(=O)O)C(=O)O. Drug 2: N.N.Cl[Pt+2]Cl. Cell line: U251. Synergy scores: CSS=38.7, Synergy_ZIP=1.01, Synergy_Bliss=2.42, Synergy_Loewe=-11.2, Synergy_HSA=3.35. (3) Cell line: OVCAR-8. Synergy scores: CSS=64.4, Synergy_ZIP=0.618, Synergy_Bliss=-1.71, Synergy_Loewe=-17.6, Synergy_HSA=0.479. Drug 2: COCCOC1=C(C=C2C(=C1)C(=NC=N2)NC3=CC=CC(=C3)C#C)OCCOC.Cl. Drug 1: CC1=C2C(C(=O)C3(C(CC4C(C3C(C(C2(C)C)(CC1OC(=O)C(C(C5=CC=CC=C5)NC(=O)C6=CC=CC=C6)O)O)OC(=O)C7=CC=CC=C7)(CO4)OC(=O)C)O)C)OC(=O)C. (4) Drug 1: C1=NC2=C(N1)C(=S)N=C(N2)N. Drug 2: C1CN(CCN1C(=O)CCBr)C(=O)CCBr. Cell line: RXF 393. Synergy scores: CSS=17.7, Synergy_ZIP=-6.14, Synergy_Bliss=-1.96, Synergy_Loewe=-2.82, Synergy_HSA=-2.04. (5) Drug 1: C1C(C(OC1N2C=NC3=C(N=C(N=C32)Cl)N)CO)O. Drug 2: CN1C(=O)N2C=NC(=C2N=N1)C(=O)N. Cell line: DU-145. Synergy scores: CSS=11.0, Synergy_ZIP=-2.27, Synergy_Bliss=7.23, Synergy_Loewe=-8.95, Synergy_HSA=1.65. (6) Drug 1: CCCCC(=O)OCC(=O)C1(CC(C2=C(C1)C(=C3C(=C2O)C(=O)C4=C(C3=O)C=CC=C4OC)O)OC5CC(C(C(O5)C)O)NC(=O)C(F)(F)F)O. Drug 2: COCCOC1=C(C=C2C(=C1)C(=NC=N2)NC3=CC=CC(=C3)C#C)OCCOC.Cl. Cell line: NCIH23. Synergy scores: CSS=59.6, Synergy_ZIP=-1.04, Synergy_Bliss=-6.95, Synergy_Loewe=-6.93, Synergy_HSA=-6.54. (7) Drug 1: CCC(=C(C1=CC=CC=C1)C2=CC=C(C=C2)OCCN(C)C)C3=CC=CC=C3.C(C(=O)O)C(CC(=O)O)(C(=O)O)O. Drug 2: CN1C2=C(C=C(C=C2)N(CCCl)CCCl)N=C1CCCC(=O)O.Cl. Cell line: HCT116. Synergy scores: CSS=4.61, Synergy_ZIP=-0.691, Synergy_Bliss=-0.791, Synergy_Loewe=-2.24, Synergy_HSA=-1.90. (8) Drug 1: CC1OCC2C(O1)C(C(C(O2)OC3C4COC(=O)C4C(C5=CC6=C(C=C35)OCO6)C7=CC(=C(C(=C7)OC)O)OC)O)O. Drug 2: CCC(=C(C1=CC=CC=C1)C2=CC=C(C=C2)OCCN(C)C)C3=CC=CC=C3.C(C(=O)O)C(CC(=O)O)(C(=O)O)O. Cell line: SNB-19. Synergy scores: CSS=20.4, Synergy_ZIP=-0.440, Synergy_Bliss=0.0269, Synergy_Loewe=-14.1, Synergy_HSA=-0.103.